This data is from Full USPTO retrosynthesis dataset with 1.9M reactions from patents (1976-2016). The task is: Predict the reactants needed to synthesize the given product. (1) Given the product [CH3:19][NH:18][C:13]1[CH:12]=[C:11]([C:5]2[CH:6]=[N:1][CH:2]=[N:3][CH:4]=2)[N:16]=[C:15]([NH2:17])[N:14]=1, predict the reactants needed to synthesize it. The reactants are: [N:1]1[CH:6]=[C:5](B(O)O)[CH:4]=[N:3][CH:2]=1.I[C:11]1[N:16]=[C:15]([NH2:17])[N:14]=[C:13]([NH:18][CH3:19])[CH:12]=1. (2) Given the product [CH3:1][O:2][C:3]([CH2:5][CH:6]1[CH2:7][CH2:8][CH:9]([O:12][C:13]([N:15]2[CH2:24][CH2:23][C:22]3[C:17](=[CH:18][CH:19]=[C:20]([NH2:25])[CH:21]=3)[CH2:16]2)=[O:14])[CH2:10][CH2:11]1)=[O:4], predict the reactants needed to synthesize it. The reactants are: [CH3:1][O:2][C:3]([CH2:5][CH:6]1[CH2:11][CH2:10][CH:9]([O:12][C:13]([N:15]2[CH2:24][CH2:23][C:22]3[C:17](=[CH:18][CH:19]=[C:20]([N+:25]([O-])=O)[CH:21]=3)[CH2:16]2)=[O:14])[CH2:8][CH2:7]1)=[O:4].[H][H]. (3) Given the product [Br:1][C:2]1[CH:7]=[C:6]([F:8])[CH:5]=[CH:4][C:3]=1[CH:9]1[N:10]=[C:11]([C:22]2[S:23][CH:24]=[C:25]([CH2:27][C:28]([NH:30][CH:31]([CH3:33])[CH3:32])=[O:29])[N:26]=2)[NH:12][C:13]([CH2:20][N:34]2[CH2:39][CH2:38][O:37][CH2:36][CH:35]2[C:40]([OH:42])=[O:41])=[C:14]1[C:15]([O:17][CH2:18][CH3:19])=[O:16], predict the reactants needed to synthesize it. The reactants are: [Br:1][C:2]1[CH:7]=[C:6]([F:8])[CH:5]=[CH:4][C:3]=1[CH:9]1[C:14]([C:15]([O:17][CH2:18][CH3:19])=[O:16])=[C:13]([CH2:20]Br)[NH:12][C:11]([C:22]2[S:23][CH:24]=[C:25]([CH2:27][C:28]([NH:30][CH:31]([CH3:33])[CH3:32])=[O:29])[N:26]=2)=[N:10]1.[NH:34]1[CH2:39][CH2:38][O:37][CH2:36][CH:35]1[C:40]([OH:42])=[O:41]. (4) Given the product [CH2:1]([O:8][C:9]1[CH:10]=[C:11]([CH:24]=[CH:25][C:26]=1[N:27]1[CH2:31][C:30](=[O:32])[NH:29][S:28]1(=[O:39])=[O:40])[CH2:12][C@@H:13]1[CH2:18][CH2:17][CH2:16][CH2:15][C@H:14]1[NH:19][S:20]([CH3:23])(=[O:21])=[O:22])[C:2]1[CH:3]=[CH:4][CH:5]=[CH:6][CH:7]=1, predict the reactants needed to synthesize it. The reactants are: [CH2:1]([O:8][C:9]1[CH:10]=[C:11]([CH:24]=[CH:25][C:26]=1[N:27]1[CH2:31][C:30](=[O:32])[N:29](CC[Si](C)(C)C)[S:28]1(=[O:40])=[O:39])[CH2:12][C@@H:13]1[CH2:18][CH2:17][CH2:16][CH2:15][C@H:14]1[NH:19][S:20]([CH3:23])(=[O:22])=[O:21])[C:2]1[CH:7]=[CH:6][CH:5]=[CH:4][CH:3]=1.[F-].[Cs+].C(OCC)(=O)C.